From a dataset of Reaction yield outcomes from USPTO patents with 853,638 reactions. Predict the reaction yield, written as a fraction of the theoretical maximum amount of product (1.0 means a 100% yield; for example, 0.34 means a 34% yield). (1) The reactants are [Cl:1][C:2]1[CH:3]=[CH:4][C:5]([O:17][CH3:18])=[C:6]([C:8]2[CH:12]3[CH2:13][CH2:14][CH2:15][O:16][CH:11]3[O:10][N:9]=2)[CH:7]=1. The catalyst is Cl.O. The product is [Cl:1][C:2]1[CH:3]=[CH:4][C:5]([O:17][CH3:18])=[C:6]([C:8]2[C:12]([CH2:13][CH2:14][CH2:15][OH:16])=[CH:11][O:10][N:9]=2)[CH:7]=1. The yield is 0.680. (2) The reactants are [C:1]1([CH2:7][C:8]([C:10]2[CH:15]=[CH:14][C:13]([C:16]3([NH:20][C:21](=[O:27])[O:22][C:23]([CH3:26])([CH3:25])[CH3:24])[CH2:19][CH2:18][CH2:17]3)=[CH:12][CH:11]=2)=[O:9])[CH:6]=[CH:5][CH:4]=[CH:3][CH:2]=1.[BrH:28].[NH+]1C=CC=CC=1. The catalyst is C1COCC1. The product is [Br:28][CH:7]([C:1]1[CH:6]=[CH:5][CH:4]=[CH:3][CH:2]=1)[C:8]([C:10]1[CH:15]=[CH:14][C:13]([C:16]2([NH:20][C:21](=[O:27])[O:22][C:23]([CH3:24])([CH3:26])[CH3:25])[CH2:19][CH2:18][CH2:17]2)=[CH:12][CH:11]=1)=[O:9]. The yield is 0.930. (3) The reactants are [C:1]1([CH:7]2[CH2:12][CH2:11][CH:10]([C:13]([OH:15])=O)[CH2:9][CH2:8]2)[CH:6]=[CH:5][CH:4]=[CH:3][CH:2]=1.Cl.[CH3:17][NH:18][O:19][CH3:20].P(C#N)(OCC)(OCC)=O.C(N(CC)CC)C. The catalyst is CN(C=O)C. The product is [CH3:20][O:19][N:18]([CH3:17])[C:13]([CH:10]1[CH2:11][CH2:12][CH:7]([C:1]2[CH:6]=[CH:5][CH:4]=[CH:3][CH:2]=2)[CH2:8][CH2:9]1)=[O:15]. The yield is 0.680. (4) The reactants are C1C=C(Cl)C=C(C(OO)=[O:9])C=1.[NH:12]1[C:20]2[C:15](=[CH:16][CH:17]=[CH:18][N:19]=2)[CH:14]=[CH:13]1.C([O-])([O-])=O.[K+].[K+]. The catalyst is C(OCC)(=O)C.O. The product is [NH:12]1[C:20]2=[N+:19]([O-:9])[CH:18]=[CH:17][CH:16]=[C:15]2[CH:14]=[CH:13]1. The yield is 0.438. (5) The reactants are [OH:1][C:2]([CH3:8])([CH3:7])[C:3]([O:5][CH3:6])=[O:4].[O:9]1[CH:14]=[CH:13][CH2:12][CH2:11][CH2:10]1.O. The catalyst is ClCCl.CC1C=CC(S(O)(=O)=O)=CC=1.N1C=CC=CC=1. The product is [CH3:7][C:2]([O:1][CH:10]1[CH2:11][CH2:12][CH2:13][CH2:14][O:9]1)([CH3:8])[C:3]([O:5][CH3:6])=[O:4]. The yield is 0.850. (6) The reactants are Cl[C:2]1[N:7]=[C:6]([N:8]2[C:12]([CH3:13])=[CH:11][C:10]([CH3:14])=[N:9]2)[N:5]=[C:4]([NH2:15])[CH:3]=1.N1C=CC=CC=1.[Cl:22][CH2:23][C:24](Cl)=[O:25].[Cl:27]CCl. No catalyst specified. The product is [Cl:22][CH2:23][C:24]([NH:15][C:4]1([Cl:27])[CH:3]=[CH:2][N:7]=[C:6]([N:8]2[C:12]([CH3:13])=[CH:11][C:10]([CH3:14])=[N:9]2)[NH:5]1)=[O:25]. The yield is 0.920. (7) The reactants are [Cl:1][C:2]1[C:7]([N+:8]([O-:10])=[O:9])=[CH:6][CH:5]=[C:4]([Cl:11])[C:3]=1[S:12](Cl)(=[O:14])=[O:13].[CH2:16]([O:23][CH2:24][CH2:25][NH2:26])[C:17]1[CH:22]=[CH:21][CH:20]=[CH:19][CH:18]=1.C(N(CC)CC)C. No catalyst specified. The product is [CH2:16]([O:23][CH2:24][CH2:25][NH:26][S:12]([C:3]1[C:4]([Cl:11])=[CH:5][CH:6]=[C:7]([N+:8]([O-:10])=[O:9])[C:2]=1[Cl:1])(=[O:14])=[O:13])[C:17]1[CH:22]=[CH:21][CH:20]=[CH:19][CH:18]=1. The yield is 0.830. (8) The reactants are [Cl:1][C:2]1[C:3]([N+:26]([O-])=O)=[CH:4][C:5]([CH3:25])=[C:6]([CH:24]=1)[O:7][CH2:8][CH2:9][CH2:10][N:11]1[CH2:16][CH2:15][N:14]([C:17]([O:19][C:20]([CH3:23])([CH3:22])[CH3:21])=[O:18])[CH2:13][CH2:12]1.C([O-])=O.[NH4+].C1(C)C=CC=CC=1. The catalyst is [Fe].O. The product is [NH2:26][C:3]1[C:2]([Cl:1])=[CH:24][C:6]([O:7][CH2:8][CH2:9][CH2:10][N:11]2[CH2:16][CH2:15][N:14]([C:17]([O:19][C:20]([CH3:23])([CH3:21])[CH3:22])=[O:18])[CH2:13][CH2:12]2)=[C:5]([CH3:25])[CH:4]=1. The yield is 0.890. (9) The reactants are [Br:1][C:2]1[CH:10]=[CH:9][C:5]([C:6]([OH:8])=O)=[C:4]([CH3:11])[CH:3]=1.[CH:12]1([NH2:15])[CH2:14][CH2:13]1.C(Cl)CCl. The catalyst is ClCCl. The product is [Br:1][C:2]1[CH:10]=[CH:9][C:5]([C:6]([NH:15][CH:12]2[CH2:14][CH2:13]2)=[O:8])=[C:4]([CH3:11])[CH:3]=1. The yield is 0.730.